Dataset: Forward reaction prediction with 1.9M reactions from USPTO patents (1976-2016). Task: Predict the product of the given reaction. (1) Given the reactants [N:1]1([CH2:6][C:7]2[CH:16]=[CH:15][C:14]3[C:9](=[CH:10][CH:11]=[C:12]([NH2:17])[CH:13]=3)[N:8]=2)[CH2:5][CH2:4][CH2:3][CH2:2]1.N1C=CC=CC=1.Cl[C:25](OC1C=CC([N+]([O-])=O)=CC=1)=[O:26].Cl.[F:38][C:39]1[CH:44]=[CH:43][C:42]([CH:45]2[CH2:50][CH2:49][NH:48][CH2:47][CH2:46]2)=[CH:41][CH:40]=1.[OH-].[Na+], predict the reaction product. The product is: [F:38][C:39]1[CH:44]=[CH:43][C:42]([CH:45]2[CH2:46][CH2:47][N:48]([C:25]([NH:17][C:12]3[CH:13]=[C:14]4[C:9](=[CH:10][CH:11]=3)[N:8]=[C:7]([CH2:6][N:1]3[CH2:5][CH2:4][CH2:3][CH2:2]3)[CH:16]=[CH:15]4)=[O:26])[CH2:49][CH2:50]2)=[CH:41][CH:40]=1. (2) Given the reactants [CH2:1]([N:8]1[CH:12]=[C:11]([CH:13]([CH:15]2[CH2:20][CH2:19][CH2:18][CH2:17][CH2:16]2)O)[C:10]([CH3:21])=[N:9]1)[C:2]1[CH:7]=[CH:6][CH:5]=[CH:4][CH:3]=1.[NH2:22][C:23]1[CH:28]=[CH:27][C:26]([C:29]([N:31]([CH3:39])[CH2:32][CH2:33][C:34]([O:36]CC)=[O:35])=[O:30])=[CH:25][CH:24]=1, predict the reaction product. The product is: [CH2:1]([N:8]1[CH:12]=[C:11]([CH:13]([NH:22][C:23]2[CH:24]=[CH:25][C:26]([C:29]([N:31]([CH3:39])[CH2:32][CH2:33][C:34]([OH:36])=[O:35])=[O:30])=[CH:27][CH:28]=2)[CH:15]2[CH2:20][CH2:19][CH2:18][CH2:17][CH2:16]2)[C:10]([CH3:21])=[N:9]1)[C:2]1[CH:7]=[CH:6][CH:5]=[CH:4][CH:3]=1. (3) Given the reactants NCCNS(C1C=CC(OCCCCC)=CC=1)(=O)=O.BrCCNC(=O)OC(C)(C)C.C(=O)([O-])[O-].[K+].[K+].[CH2:37]([O:42][C:43]1[CH:48]=[CH:47][C:46]([S:49]([NH:52][CH2:53][CH2:54][NH:55][CH2:56][CH2:57][CH2:58][NH:59]C(=O)OC(C)(C)C)(=[O:51])=[O:50])=[CH:45][CH:44]=1)[CH2:38][CH2:39][CH2:40][CH3:41], predict the reaction product. The product is: [NH2:59][CH2:58][CH2:57][CH2:56][NH:55][CH2:54][CH2:53][NH:52][S:49]([C:46]1[CH:45]=[CH:44][C:43]([O:42][CH2:37][CH2:38][CH2:39][CH2:40][CH3:41])=[CH:48][CH:47]=1)(=[O:51])=[O:50]. (4) Given the reactants [Sn](Cl)(Cl)(Cl)Cl.[CH2:6]([C:13]1[S:14][C:15]([CH3:19])=[C:16]([CH3:18])[CH:17]=1)[C:7]1[CH:12]=[CH:11][CH:10]=[CH:9][CH:8]=1.[C:20](Cl)(=[O:29])[C:21]1[CH:26]=[CH:25][C:24]([O:27][CH3:28])=[CH:23][CH:22]=1.ClCCl, predict the reaction product. The product is: [CH2:6]([C:13]1[S:14][C:15]([CH3:19])=[C:16]([CH3:18])[C:17]=1[C:20]([C:21]1[CH:26]=[CH:25][C:24]([O:27][CH3:28])=[CH:23][CH:22]=1)=[O:29])[C:7]1[CH:8]=[CH:9][CH:10]=[CH:11][CH:12]=1. (5) Given the reactants Br[C:2]1[CH:3]=[CH:4][C:5]2[O:14][CH2:13][CH2:12][N:11]3[C:7](=[N:8][C:9]([C:15]([NH2:17])=[O:16])=[CH:10]3)[C:6]=2[CH:18]=1.[C:19]([O:23][C:24]([N:26]1[CH:31]2[CH2:32][CH2:33][CH:27]1[CH2:28][C:29]([C:35]#[CH:36])([OH:34])[CH2:30]2)=[O:25])([CH3:22])([CH3:21])[CH3:20], predict the reaction product. The product is: [C:15]([C:9]1[N:8]=[C:7]2[C:6]3[CH:18]=[C:2]([C:36]#[C:35][C:29]4([OH:34])[CH2:30][CH:31]5[N:26]([C:24]([O:23][C:19]([CH3:21])([CH3:20])[CH3:22])=[O:25])[CH:27]([CH2:33][CH2:32]5)[CH2:28]4)[CH:3]=[CH:4][C:5]=3[O:14][CH2:13][CH2:12][N:11]2[CH:10]=1)(=[O:16])[NH2:17]. (6) Given the reactants [CH2:1]([N:3]([CH2:15][CH3:16])[CH:4]([CH3:14])[CH2:5][O:6][C:7]1[CH:12]=[CH:11][C:10]([NH2:13])=[CH:9][CH:8]=1)[CH3:2].[Cl:17][C:18]1[CH:23]=[C:22]([Cl:24])[CH:21]=[CH:20][C:19]=1[C:25]#[C:26][C:27](O)=[O:28].ClCCl.C(O)C.N, predict the reaction product. The product is: [CH2:15]([N:3]([CH2:1][CH3:2])[CH:4]([CH3:14])[CH2:5][O:6][C:7]1[CH:8]=[CH:9][C:10]([NH:13][C:27](=[O:28])[C:26]#[C:25][C:19]2[CH:20]=[CH:21][C:22]([Cl:24])=[CH:23][C:18]=2[Cl:17])=[CH:11][CH:12]=1)[CH3:16].